This data is from Catalyst prediction with 721,799 reactions and 888 catalyst types from USPTO. The task is: Predict which catalyst facilitates the given reaction. Reactant: [OH:1][C:2]1[CH:11]=[CH:10][C:5]2[C:6](=[O:9])[CH2:7][O:8][C:4]=2[C:3]=1[OH:12].[Cl:13][C:14]1[CH:15]=[C:16]([CH:19]=[CH:20][C:21]=1[Cl:22])[CH:17]=O. Product: [Cl:13][C:14]1[CH:15]=[C:16]([CH:19]=[CH:20][C:21]=1[Cl:22])[CH:17]=[C:7]1[C:6](=[O:9])[C:5]2[CH:10]=[CH:11][C:2]([OH:1])=[C:3]([OH:12])[C:4]=2[O:8]1. The catalyst class is: 15.